From a dataset of Catalyst prediction with 721,799 reactions and 888 catalyst types from USPTO. Predict which catalyst facilitates the given reaction. Reactant: [CH3:1][O:2][C:3]1[CH:4]=[C:5]([CH:8]=[CH:9][CH:10]=1)[CH:6]=O.[O:11]1[C:15]2([CH2:20][CH2:19][NH:18][CH2:17][CH2:16]2)[O:14][CH2:13][CH2:12]1.C(O[BH-](OC(=O)C)OC(=O)C)(=O)C.[Na+].C(=O)([O-])[O-].[Na+].[Na+]. Product: [CH3:1][O:2][C:3]1[CH:4]=[C:5]([CH:8]=[CH:9][CH:10]=1)[CH2:6][N:18]1[CH2:19][CH2:20][C:15]2([O:14][CH2:13][CH2:12][O:11]2)[CH2:16][CH2:17]1. The catalyst class is: 322.